Dataset: Forward reaction prediction with 1.9M reactions from USPTO patents (1976-2016). Task: Predict the product of the given reaction. (1) The product is: [OH:37][C:34]1[CH:35]=[CH:36][C:31]([C:7]2[CH:16]=[C:15]3[C:10]([CH:11]=[CH:12][CH:13]=[C:14]3[C:17]([O:19][CH3:20])=[O:18])=[CH:9][CH:8]=2)=[CH:32][CH:33]=1. Given the reactants FC(F)(F)S(O[C:7]1[CH:16]=[C:15]2[C:10]([CH:11]=[CH:12][CH:13]=[C:14]2[C:17]([O:19][CH3:20])=[O:18])=[CH:9][CH:8]=1)(=O)=O.CC1(C)C(C)(C)OB([C:31]2[CH:36]=[CH:35][C:34]([OH:37])=[CH:33][CH:32]=2)O1, predict the reaction product. (2) Given the reactants [NH2:1][CH2:2][C:3]1[CH:8]=[C:7]([CH:9]=[CH2:10])[C:6]([NH:11][S:12]([CH3:15])(=[O:14])=[O:13])=[C:5]([F:16])[CH:4]=1.[C:17]([C:21]1[CH:26]=[CH:25][C:24]([CH:27]=[C:28]([CH3:32])[C:29](O)=[O:30])=[CH:23][CH:22]=1)([CH3:20])([CH3:19])[CH3:18].CCOC(OC(OCC)=O)=O, predict the reaction product. The product is: [C:17]([C:21]1[CH:22]=[CH:23][C:24]([CH:27]=[C:28]([CH3:32])[C:29]([NH:1][CH2:2][C:3]2[CH:8]=[C:7]([CH:9]=[CH2:10])[C:6]([NH:11][S:12]([CH3:15])(=[O:14])=[O:13])=[C:5]([F:16])[CH:4]=2)=[O:30])=[CH:25][CH:26]=1)([CH3:20])([CH3:18])[CH3:19]. (3) Given the reactants Cl.[NH2:2][CH:3]([C:6]([OH:8])=[O:7])[CH2:4][OH:5].[CH2:9](N(CC)CC)C.[CH3:16][O:17][C:18]1[CH:23]=[CH:22][C:21]([CH2:24][C:25](Cl)=[O:26])=[CH:20][CH:19]=1, predict the reaction product. The product is: [CH3:9][O:7][C:6](=[O:8])[CH:3]([NH:2][C:25](=[O:26])[CH2:24][C:21]1[CH:22]=[CH:23][C:18]([O:17][CH3:16])=[CH:19][CH:20]=1)[CH2:4][OH:5]. (4) Given the reactants [CH3:1][O:2][C:3]1[C:4]([O:21]COC)=[C:5]([C:11]2[CH:12]=[C:13]3[C:17](=[CH:18][CH:19]=2)[C:16](=[O:20])[NH:15][CH2:14]3)[CH:6]=[CH:7][C:8]=1[O:9][CH3:10].Cl, predict the reaction product. The product is: [OH:21][C:4]1[C:3]([O:2][CH3:1])=[C:8]([O:9][CH3:10])[CH:7]=[CH:6][C:5]=1[C:11]1[CH:12]=[C:13]2[C:17](=[CH:18][CH:19]=1)[C:16](=[O:20])[NH:15][CH2:14]2. (5) Given the reactants [CH2:1]([O:8][C:9]1[C:18]2[C:13](=[C:14]([OH:19])[CH:15]=[CH:16][CH:17]=2)[CH:12]=[CH:11][CH:10]=1)[C:2]1[CH:7]=[CH:6][CH:5]=[CH:4][CH:3]=1.N1C=CC=CC=1.[F:26][C:27]([F:40])([F:39])[S:28](O[S:28]([C:27]([F:40])([F:39])[F:26])(=[O:30])=[O:29])(=[O:30])=[O:29].C(=O)([O-])O.[Na+], predict the reaction product. The product is: [CH2:1]([O:8][C:9]1[CH:10]=[CH:11][CH:12]=[C:13]2[C:18]=1[CH:17]=[CH:16][CH:15]=[C:14]2[O:19][S:28]([C:27]([F:40])([F:39])[F:26])(=[O:30])=[O:29])[C:2]1[CH:3]=[CH:4][CH:5]=[CH:6][CH:7]=1. (6) The product is: [CH3:5][C:4]([N:23]1[CH2:22][CH2:21][CH:20]([CH2:19][C:18]2[N:10]([CH3:9])[C:11]3[C:16]([N:17]=2)=[C:15]([N:26]2[CH2:31][CH2:30][O:29][CH2:28][CH2:27]2)[N:14]=[C:13]([N:32]2[C:36]4[CH:37]=[CH:38][CH:39]=[CH:40][C:35]=4[N:34]=[C:33]2[CH3:41])[N:12]=3)[CH2:25][CH2:24]1)([CH3:6])[C:3]([O:2][CH3:1])=[O:8]. Given the reactants [CH3:1][O:2][C:3](=[O:8])[C:4](Br)([CH3:6])[CH3:5].[CH3:9][N:10]1[C:18]([CH2:19][CH:20]2[CH2:25][CH2:24][NH:23][CH2:22][CH2:21]2)=[N:17][C:16]2[C:11]1=[N:12][C:13]([N:32]1[C:36]3[CH:37]=[CH:38][CH:39]=[CH:40][C:35]=3[N:34]=[C:33]1[CH3:41])=[N:14][C:15]=2[N:26]1[CH2:31][CH2:30][O:29][CH2:28][CH2:27]1, predict the reaction product. (7) Given the reactants Br[C:2]1[CH:10]=[C:9]2[C:5]([C:6]([CH3:18])([CH3:17])[C:7](=[O:16])[N:8]2[CH2:11][CH:12]2[CH2:15][CH2:14][CH2:13]2)=[CH:4][CH:3]=1.[B:19]1([B:19]2[O:23][C:22]([CH3:25])([CH3:24])[C:21]([CH3:27])([CH3:26])[O:20]2)[O:23][C:22]([CH3:25])([CH3:24])[C:21]([CH3:27])([CH3:26])[O:20]1.C([O-])(=O)C.[K+].ClCCl, predict the reaction product. The product is: [CH:12]1([CH2:11][N:8]2[C:9]3[C:5](=[CH:4][CH:3]=[C:2]([B:19]4[O:23][C:22]([CH3:25])([CH3:24])[C:21]([CH3:27])([CH3:26])[O:20]4)[CH:10]=3)[C:6]([CH3:18])([CH3:17])[C:7]2=[O:16])[CH2:15][CH2:14][CH2:13]1. (8) Given the reactants [I:1]I.Br[C:4]1[S:8][C:7]([NH:9][C:10](=[O:17])[C:11]2[CH:16]=[CH:15][CH:14]=[CH:13][CH:12]=2)=[N:6][C:5]=1[C:18]1[O:19][CH:20]=[CH:21][CH:22]=1, predict the reaction product. The product is: [O:19]1[CH:20]=[CH:21][CH:22]=[C:18]1[C:5]1[N:6]=[C:7]([NH:9][C:10](=[O:17])[C:11]2[CH:16]=[CH:15][CH:14]=[CH:13][CH:12]=2)[S:8][C:4]=1[I:1]. (9) Given the reactants [O:1]1[CH:5]=[CH:4][CH:3]=[C:2]1[C:6]1[N:7]=[C:8]([NH:19][C:20]([C:22]2[CH:27]=[CH:26][N:25]=[C:24]([O:28]CC3C=CC(OC)=CC=3)[CH:23]=2)=[O:21])[S:9][C:10]=1[C:11]([C:13]1[CH:18]=[CH:17][CH:16]=[CH:15][N:14]=1)=[O:12], predict the reaction product. The product is: [O:1]1[CH:5]=[CH:4][CH:3]=[C:2]1[C:6]1[N:7]=[C:8]([NH:19][C:20]([C:22]2[CH:27]=[CH:26][NH:25][C:24](=[O:28])[CH:23]=2)=[O:21])[S:9][C:10]=1[C:11]([C:13]1[CH:18]=[CH:17][CH:16]=[CH:15][N:14]=1)=[O:12]. (10) The product is: [CH2:19]([N:3]([CH2:1][CH3:2])[C:4]1[N:5]=[CH:6][C:7]([C:30]2[CH:31]=[CH:32][C:33]3[N:39]4[CH2:40][C@H:36]([CH2:37][CH2:38]4)[N:35]([C:41]([NH:43][C:44]4[CH:49]=[CH:48][CH:47]=[CH:46][N:45]=4)=[O:42])[C:34]=3[N:50]=2)=[CH:8][CH:9]=1)[CH3:20]. Given the reactants [CH2:1]([N:3]([CH2:19][CH3:20])[C:4]1[CH:9]=[CH:8][C:7](B2OC(C)(C)C(C)(C)O2)=[CH:6][N:5]=1)[CH3:2].[O-]P([O-])([O-])=O.[K+].[K+].[K+].Cl[C:30]1[CH:31]=[CH:32][C:33]2[N:39]3[CH2:40][C@H:36]([CH2:37][CH2:38]3)[N:35]([C:41]([NH:43][C:44]3[CH:49]=[CH:48][CH:47]=[CH:46][N:45]=3)=[O:42])[C:34]=2[N:50]=1.CC(C1C=C(C(C)C)C(C2C=CC=CC=2P(C2CCCCC2)C2CCCCC2)=C(C(C)C)C=1)C, predict the reaction product.